This data is from Catalyst prediction with 721,799 reactions and 888 catalyst types from USPTO. The task is: Predict which catalyst facilitates the given reaction. (1) Reactant: [CH3:1][O:2][C:3]1[CH:11]=[C:6]2[CH:7]=[CH:8][CH:9]=[CH:10][N:5]2[N:4]=1.C([Li])CCC.[Br:17]C(Cl)(Cl)C(Br)(Cl)Cl. Product: [Br:17][C:10]1[N:5]2[N:4]=[C:3]([O:2][CH3:1])[CH:11]=[C:6]2[CH:7]=[CH:8][CH:9]=1. The catalyst class is: 188. (2) Reactant: Br[C:2]1[CH:3]=[CH:4][C:5]2[S:9](=[O:11])(=[O:10])[N:8]([CH:12]3[CH2:16][NH:15][C:14](=[O:17])[CH2:13]3)[CH:7]([CH3:18])[C:6]=2[CH:19]=1.[F:20][C:21]1[CH:29]=[C:28]2[C:24]([C:25](B3OC(C)(C)C(C)(C)O3)=[CH:26][N:27]2[C:30]([O:32][C:33]([CH3:36])([CH3:35])[CH3:34])=[O:31])=[CH:23][CH:22]=1.[O-]P([O-])([O-])=O.[K+].[K+].[K+]. Product: [F:20][C:21]1[CH:29]=[C:28]2[C:24]([C:25]([C:2]3[CH:3]=[CH:4][C:5]4[S:9](=[O:11])(=[O:10])[N:8]([CH:12]5[CH2:13][C:14](=[O:17])[NH:15][CH2:16]5)[CH:7]([CH3:18])[C:6]=4[CH:19]=3)=[CH:26][N:27]2[C:30]([O:32][C:33]([CH3:36])([CH3:35])[CH3:34])=[O:31])=[CH:23][CH:22]=1. The catalyst class is: 117. (3) Reactant: [NH2:1][C:2]1[CH:3]=[C:4]([CH:21]=[CH:22][C:23]=1Cl)[O:5][C:6]1[CH:7]=[CH:8][C:9]2[N:10]([CH:12]=[C:13]([NH:15][C:16]([CH:18]3[CH2:20][CH2:19]3)=[O:17])[N:14]=2)[N:11]=1.[F:25][C:26]([F:37])([F:36])[C:27]1[CH:28]=[C:29]([CH:33]=[CH:34][N:35]=1)[C:30](O)=[O:31].ON1C2C=CC=CC=2N=N1.Cl.C(N=C=NCCCN(C)C)C. Product: [CH:18]1([C:16]([NH:15][C:13]2[N:14]=[C:9]3[CH:8]=[CH:7][C:6]([O:5][C:4]4[CH:3]=[C:2]([NH:1][C:30](=[O:31])[C:29]5[CH:33]=[CH:34][N:35]=[C:27]([C:26]([F:37])([F:25])[F:36])[CH:28]=5)[CH:23]=[CH:22][CH:21]=4)=[N:11][N:10]3[CH:12]=2)=[O:17])[CH2:20][CH2:19]1. The catalyst class is: 9. (4) Reactant: [Cl:1][C:2]1[CH:27]=[CH:26][C:5]([CH2:6][C:7](=[CH:22][N:23](C)[CH3:24])[C:8]([C@H:10]2[CH2:14][CH2:13][CH2:12][N:11]2[C:15]([O:17][C:18]([CH3:21])([CH3:20])[CH3:19])=[O:16])=O)=[CH:4][CH:3]=1.C[NH:29]N. Product: [Cl:1][C:2]1[CH:27]=[CH:26][C:5]([CH2:6][C:7]2[C:8]([C@H:10]3[CH2:14][CH2:13][CH2:12][N:11]3[C:15]([O:17][C:18]([CH3:21])([CH3:20])[CH3:19])=[O:16])=[N:29][N:23]([CH3:24])[CH:22]=2)=[CH:4][CH:3]=1. The catalyst class is: 8.